The task is: Predict which catalyst facilitates the given reaction.. This data is from Catalyst prediction with 721,799 reactions and 888 catalyst types from USPTO. (1) Reactant: FC(F)(F)C(O)=O.FC(F)(F)C(O)=O.[NH2:15][CH2:16][C@H:17]1[CH2:22][CH2:21][C@H:20]([N:23]2[C:27]3=[C:28]4[S:34][CH:33]=[CH:32][C:29]4=[N:30][CH:31]=[C:26]3[N:25]=[C:24]2[C@H:35]([OH:37])[CH3:36])[CH2:19][CH2:18]1.C(N(CC)CC)C.Cl[C:46]([O:48][CH3:49])=[O:47]. Product: [CH3:49][O:48][C:46](=[O:47])[NH:15][CH2:16][C@H:17]1[CH2:22][CH2:21][C@H:20]([N:23]2[C:27]3=[C:28]4[S:34][CH:33]=[CH:32][C:29]4=[N:30][CH:31]=[C:26]3[N:25]=[C:24]2[C@H:35]([OH:37])[CH3:36])[CH2:19][CH2:18]1. The catalyst class is: 2. (2) Reactant: C1C(=O)N([Br:8])C(=O)C1.[NH2:9][C:10]1[C:11]([Cl:30])=[C:12]([C:26]([Cl:29])=[CH:27][CH:28]=1)[CH2:13][CH:14]1[CH2:18][CH2:17][N:16]([CH:19]2[CH2:24][CH2:23][CH2:22][CH2:21][CH2:20]2)[C:15]1=[O:25]. Product: [NH2:9][C:10]1[C:11]([Cl:30])=[C:12]([C:26]([Cl:29])=[CH:27][C:28]=1[Br:8])[CH2:13][CH:14]1[CH2:18][CH2:17][N:16]([CH:19]2[CH2:20][CH2:21][CH2:22][CH2:23][CH2:24]2)[C:15]1=[O:25]. The catalyst class is: 53. (3) Reactant: [Cl:1][C:2]1[C:3]([N:8]2[C:12]([C:13]([O:15][CH2:16][CH3:17])=[O:14])=[CH:11][C:10](=[O:18])[NH:9]2)=[N:4][CH:5]=[CH:6][CH:7]=1.C(=O)([O-])[O-].[K+].[K+].[CH2:25](Br)[C:26]#[CH:27].O. Product: [Cl:1][C:2]1[C:3]([N:8]2[C:12]([C:13]([O:15][CH2:16][CH3:17])=[O:14])=[CH:11][C:10]([O:18][CH2:27][C:26]#[CH:25])=[N:9]2)=[N:4][CH:5]=[CH:6][CH:7]=1. The catalyst class is: 10. (4) Reactant: B(Br)(Br)Br.C[O:6][C:7]1[CH:27]=[CH:26][C:10]([CH2:11][C:12]2[C:13]([NH:20][CH2:21][CH2:22][CH2:23][CH2:24][CH3:25])=[N:14][C:15]([NH2:19])=[N:16][C:17]=2[CH3:18])=[CH:9][CH:8]=1.O. Product: [NH2:19][C:15]1[N:16]=[C:17]([CH3:18])[C:12]([CH2:11][C:10]2[CH:26]=[CH:27][C:7]([OH:6])=[CH:8][CH:9]=2)=[C:13]([NH:20][CH2:21][CH2:22][CH2:23][CH2:24][CH3:25])[N:14]=1. The catalyst class is: 2.